From a dataset of Forward reaction prediction with 1.9M reactions from USPTO patents (1976-2016). Predict the product of the given reaction. (1) Given the reactants Br[C:2]1C=CC(C(NC(CC2C=CC([Cl:20])=CC=2Cl)C(O)=O)=O)=C(NS(C2C(F)=CC=CC=2F)(=O)=O)C=1.[NH2:36][C@@H:37]([CH2:41][C:42]1[CH:47]=[CH:46][C:45]([Cl:48])=[CH:44][C:43]=1[Cl:49])[C:38]([OH:40])=[O:39], predict the reaction product. The product is: [ClH:20].[CH3:2][O:39][C:38](=[O:40])[C@@H:37]([NH2:36])[CH2:41][C:42]1[CH:47]=[CH:46][C:45]([Cl:48])=[CH:44][C:43]=1[Cl:49]. (2) Given the reactants [C:1]([C:3]1[C:12]2[C:7](=[CH:8][CH:9]=[CH:10][CH:11]=2)[N:6]=[N:5][CH:4]=1)#[CH:2].[OH:13][CH2:14][CH2:15][N:16]1[CH2:21][CH2:20][N:19]([CH2:22][C:23]2[CH:28]=[CH:27][C:26]([NH:29][C:30](=[O:39])[C:31]3[CH:36]=[CH:35][C:34]([CH3:37])=[C:33](I)[CH:32]=3)=[CH:25][C:24]=2[C:40]([F:43])([F:42])[F:41])[CH2:18][CH2:17]1, predict the reaction product. The product is: [N:6]1[C:7]2[C:12](=[CH:11][CH:10]=[CH:9][CH:8]=2)[C:3]([C:1]#[C:2][C:35]2[CH:36]=[C:31]([CH:32]=[CH:33][C:34]=2[CH3:37])[C:30]([NH:29][C:26]2[CH:27]=[CH:28][C:23]([CH2:22][N:19]3[CH2:20][CH2:21][N:16]([CH2:15][CH2:14][OH:13])[CH2:17][CH2:18]3)=[C:24]([C:40]([F:43])([F:42])[F:41])[CH:25]=2)=[O:39])=[CH:4][N:5]=1. (3) Given the reactants [CH:1]([O:3][C:4](=[O:19])[O:5][CH2:6][CH:7]1[CH2:11][CH2:10][N:9](CC2C=CC=CC=2)[CH2:8]1)=[CH2:2].Cl[C:21]([O:23][CH:24]=[CH2:25])=[O:22], predict the reaction product. The product is: [CH:24]([O:23][C:21]([N:9]1[CH2:10][CH2:11][CH:7]([CH2:6][O:5][C:4]([O:3][CH:1]=[CH2:2])=[O:19])[CH2:8]1)=[O:22])=[CH2:25]. (4) The product is: [Cl:1][C:2]1[CH:7]=[CH:6][N:5]=[C:4]([C:8]2[N:16]=[C:15]([C:17]3[NH:20][C:29](=[O:30])[O:19][N:18]=3)[N:14]=[C:13]3[C:9]=2[N:10]([CH2:21][C@H:22]2[CH2:27][CH2:26][C@H:25]([CH3:28])[CH2:24][CH2:23]2)[CH:11]=[N:12]3)[CH:3]=1. Given the reactants [Cl:1][C:2]1[CH:7]=[CH:6][N:5]=[C:4]([C:8]2[N:16]=[C:15]([C:17](=[NH:20])[NH:18][OH:19])[N:14]=[C:13]3[C:9]=2[N:10]([CH2:21][C@H:22]2[CH2:27][CH2:26][C@H:25]([CH3:28])[CH2:24][CH2:23]2)[CH:11]=[N:12]3)[CH:3]=1.[C:29](N1C=CN=C1)(N1C=CN=C1)=[O:30].C1CCN2C(=NCCC2)CC1.C(#N)C, predict the reaction product. (5) The product is: [N:1]1([C:6]2[N:7]=[CH:8][C:9]([CH2:12][C:13]([O:15][CH3:21])=[O:14])=[CH:10][N:11]=2)[CH:5]=[N:4][N:3]=[N:2]1. Given the reactants [N:1]1([C:6]2[N:11]=[CH:10][C:9]([CH2:12][C:13]([OH:15])=[O:14])=[CH:8][N:7]=2)[CH:5]=[N:4][N:3]=[N:2]1.S(=O)(=O)(O)O.[CH3:21]O, predict the reaction product. (6) Given the reactants [CH2:1]([O:9][CH2:10][CH2:11][CH2:12][C:13]([O:15]C(C)(C)C)=[O:14])[CH2:2][C:3]1[CH:8]=[CH:7][CH:6]=[CH:5][CH:4]=1, predict the reaction product. The product is: [CH2:1]([O:9][CH2:10][CH2:11][CH2:12][C:13]([OH:15])=[O:14])[CH2:2][C:3]1[CH:8]=[CH:7][CH:6]=[CH:5][CH:4]=1. (7) Given the reactants [Mg].Br[C:3]1[CH:8]=[CH:7][C:6]([Br:9])=[CH:5][CH:4]=1.[O:10]=[C:11]1[CH2:15][CH2:14][CH2:13][N:12]1[C:16]([O:18][C:19]([CH3:22])([CH3:21])[CH3:20])=[O:17], predict the reaction product. The product is: [Br:9][C:6]1[CH:7]=[CH:8][C:3]([C:11](=[O:10])[CH2:15][CH2:14][CH2:13][NH:12][C:16](=[O:17])[O:18][C:19]([CH3:20])([CH3:22])[CH3:21])=[CH:4][CH:5]=1. (8) The product is: [C:33]([CH:22]1[CH2:21][O:20][CH:19]([N:10]2[C:11]3[C:16](=[CH:15][CH:14]=[CH:13][CH:12]=3)[C:8]([C:4]3[CH:3]=[C:2]([NH:1][C:30]([C:26]4[O:25][CH:29]=[CH:28][CH:27]=4)=[O:31])[CH:7]=[CH:6][CH:5]=3)=[N:9]2)[CH2:24][CH2:23]1)#[N:35]. Given the reactants [NH2:1][C:2]1[CH:3]=[C:4]([C:8]2[C:16]3[C:11](=[CH:12][CH:13]=[C:14](C#N)[CH:15]=3)[N:10]([CH:19]3[CH2:24][CH2:23][CH2:22][CH2:21][O:20]3)[N:9]=2)[CH:5]=[CH:6][CH:7]=1.[O:25]1[CH:29]=[CH:28][CH:27]=[C:26]1[C:30](Cl)=[O:31].[CH2:33]([N:35](CC)CC)C, predict the reaction product.